Dataset: Forward reaction prediction with 1.9M reactions from USPTO patents (1976-2016). Task: Predict the product of the given reaction. (1) Given the reactants [O:1]1[C:6]2[CH:7]=[CH:8][C:9]([C:11]3[N:16]4[N:17]=[C:18]([NH2:20])[N:19]=[C:15]4[CH:14]=[C:13]([CH3:21])[CH:12]=3)=[CH:10][C:5]=2[O:4][CH2:3][CH2:2]1.Br[C:23]1[CH:36]=[CH:35][C:26]([O:27][CH2:28][CH2:29][N:30]2[CH2:34][CH2:33][CH2:32][CH2:31]2)=[CH:25][CH:24]=1.CC1(C)C2C(=C(P(C3C=CC=CC=3)C3C=CC=CC=3)C=CC=2)OC2C(P(C3C=CC=CC=3)C3C=CC=CC=3)=CC=CC1=2.CC(C)([O-])C.[Na+], predict the reaction product. The product is: [O:1]1[C:6]2[CH:7]=[CH:8][C:9]([C:11]3[N:16]4[N:17]=[C:18]([NH:20][C:23]5[CH:24]=[CH:25][C:26]([O:27][CH2:28][CH2:29][N:30]6[CH2:31][CH2:32][CH2:33][CH2:34]6)=[CH:35][CH:36]=5)[N:19]=[C:15]4[CH:14]=[C:13]([CH3:21])[CH:12]=3)=[CH:10][C:5]=2[O:4][CH2:3][CH2:2]1. (2) The product is: [F:25][C:23]([F:24])([F:26])[S:20]([NH:19][CH2:18][CH2:17][CH2:16][N:15]1[CH2:14][C:10]2[N:9]3[C:5](=[CH:6][N:7]=[C:8]3[CH:13]=[CH:12][CH:11]=2)[C:27]1=[O:28])(=[O:21])=[O:22]. Given the reactants ClC(Cl)(Cl)C([C:5]1[N:9]2[C:10]([CH2:14][N:15]([C:27](OC(C)(C)C)=[O:28])[CH2:16][CH2:17][CH2:18][NH:19][S:20]([C:23]([F:26])([F:25])[F:24])(=[O:22])=[O:21])=[CH:11][CH:12]=[CH:13][C:8]2=[N:7][CH:6]=1)=O.I[Si](C)(C)C.C(=O)([O-])O.[Na+].C(OCC)(=O)C, predict the reaction product. (3) Given the reactants [NH:1]1[C:9]2[C:4](=[CH:5][CH:6]=[CH:7][CH:8]=2)[CH2:3][C:2]1=[O:10].C1C(=O)N([Br:18])C(=O)C1.O, predict the reaction product. The product is: [Br:18][C:6]1[CH:5]=[C:4]2[C:9](=[CH:8][CH:7]=1)[NH:1][C:2](=[O:10])[CH2:3]2. (4) Given the reactants [Br:1]Br.C1(P(C2C=CC=CC=2)C2C=CC=CC=2)C=CC=CC=1.[C:22]1([C@H:28](O)[CH3:29])[CH:27]=[CH:26][CH:25]=[CH:24][CH:23]=1, predict the reaction product. The product is: [Br:1][C@H:28]([C:22]1[CH:27]=[CH:26][CH:25]=[CH:24][CH:23]=1)[CH3:29]. (5) Given the reactants [CH3:1][O:2][C:3]1[CH:4]=[C:5]2[C:10](=[CH:11][C:12]=1[O:13][CH3:14])[N:9]=[CH:8][N:7]=[C:6]2[O:15][C:16]1[CH:22]=[CH:21][C:19]([NH2:20])=[C:18]([N+:23]([O-:25])=[O:24])[CH:17]=1.ClC(Cl)(O[C:30](=[O:36])OC(Cl)(Cl)Cl)Cl.[CH2:38]([N:45]1[CH2:49][CH2:48][C@@H:47]([NH2:50])[CH2:46]1)[C:39]1[CH:44]=[CH:43][CH:42]=[CH:41][CH:40]=1.C(=O)([O-])O.[Na+], predict the reaction product. The product is: [CH2:38]([N:45]1[CH2:49][CH2:48][C@@H:47]([NH:50][C:30]([NH:20][C:19]2[CH:21]=[CH:22][C:16]([O:15][C:6]3[C:5]4[C:10](=[CH:11][C:12]([O:13][CH3:14])=[C:3]([O:2][CH3:1])[CH:4]=4)[N:9]=[CH:8][N:7]=3)=[CH:17][C:18]=2[N+:23]([O-:25])=[O:24])=[O:36])[CH2:46]1)[C:39]1[CH:40]=[CH:41][CH:42]=[CH:43][CH:44]=1. (6) The product is: [Cl:10][C:11]1[CH:16]=[CH:15][C:14]([O:17][CH3:18])=[CH:13][C:12]=1[C:2]1[CH:8]=[CH:7][C:5]([NH2:6])=[CH:4][C:3]=1[F:9]. Given the reactants Br[C:2]1[CH:8]=[CH:7][C:5]([NH2:6])=[CH:4][C:3]=1[F:9].[Cl:10][C:11]1[CH:16]=[CH:15][C:14]([O:17][CH3:18])=[CH:13][C:12]=1B(O)O, predict the reaction product. (7) The product is: [OH:12][CH2:11][C:5]([NH:4][C:1](=[O:3])[CH3:2])([CH2:6][OH:7])[CH2:16][CH:17]([OH:18])[C:19]1[CH:20]=[CH:21][C:22]([O:25][C:26]2[CH:31]=[CH:30][C:29]([C:32]3[S:33][C:34]([CH3:37])=[CH:35][N:36]=3)=[CH:28][CH:27]=2)=[CH:23][CH:24]=1. Given the reactants [C:1]([NH:4][C:5]([CH2:16][C:17]([C:19]1[CH:24]=[CH:23][C:22]([O:25][C:26]2[CH:31]=[CH:30][C:29]([C:32]3[S:33][C:34]([CH3:37])=[CH:35][N:36]=3)=[CH:28][CH:27]=2)=[CH:21][CH:20]=1)=[O:18])([C:11](OCC)=[O:12])[C:6](OCC)=[O:7])(=[O:3])[CH3:2].OP([O-])([O-])=O.[K+].[K+].[BH4-].[Na+].[OH-].[Na+], predict the reaction product. (8) Given the reactants O=O.[C:3]([NH:11][C:12](=[CH:17][N:18]([C:25]1[CH:30]=[CH:29][CH:28]=[CH:27][CH:26]=1)[C:19]1[CH:24]=[CH:23][CH:22]=[CH:21][CH:20]=1)[C:13]([O:15][CH3:16])=[O:14])(=[O:10])[C:4]1[CH:9]=[CH:8][CH:7]=[CH:6][CH:5]=1, predict the reaction product. The product is: [C:3]([NH:11][C@@H:12]([CH2:17][N:18]([C:25]1[CH:26]=[CH:27][CH:28]=[CH:29][CH:30]=1)[C:19]1[CH:20]=[CH:21][CH:22]=[CH:23][CH:24]=1)[C:13]([O:15][CH3:16])=[O:14])(=[O:10])[C:4]1[CH:5]=[CH:6][CH:7]=[CH:8][CH:9]=1. (9) Given the reactants [CH2:1]([NH:3][C:4]([C:6]1[N:7]=[C:8]([C:16]2[CH:17]=[N:18][C:19]([NH:22][C:23]([NH:25][CH2:26][CH3:27])=[O:24])=[CH:20][CH:21]=2)[S:9][C:10]=1[C:11]([O:13]CC)=[O:12])=[O:5])[CH3:2].[OH-].[Li+], predict the reaction product. The product is: [CH2:1]([NH:3][C:4]([C:6]1[N:7]=[C:8]([C:16]2[CH:17]=[N:18][C:19]([NH:22][C:23]([NH:25][CH2:26][CH3:27])=[O:24])=[CH:20][CH:21]=2)[S:9][C:10]=1[C:11]([OH:13])=[O:12])=[O:5])[CH3:2].